This data is from Reaction yield outcomes from USPTO patents with 853,638 reactions. The task is: Predict the reaction yield, written as a fraction of the theoretical maximum amount of product (1.0 means a 100% yield; for example, 0.34 means a 34% yield). (1) The reactants are C([N:8]1[CH2:14][C:13]2[N:15]=[CH:16][C:17]([N:19]3[CH2:24][CH2:23][CH2:22][CH2:21][CH:20]3[CH3:25])=[N:18][C:12]=2[O:11][CH2:10][CH2:9]1)C1C=CC=CC=1.C(OCC)(=O)C.[ClH:32]. The catalyst is CO.[OH-].[OH-].[Pd+2]. The product is [ClH:32].[CH3:25][CH:20]1[CH2:21][CH2:22][CH2:23][CH2:24][N:19]1[C:17]1[CH:16]=[N:15][C:13]2[CH2:14][NH:8][CH2:9][CH2:10][O:11][C:12]=2[N:18]=1. The yield is 0.730. (2) The reactants are [CH3:1][O:2][C:3]1[C:34]([O:35][CH3:36])=[CH:33][CH:32]=[CH:31][C:4]=1[CH2:5][N:6]([CH2:27][CH2:28][CH2:29][CH3:30])[C:7](=[O:26])[CH2:8][O:9][C:10]1[CH:15]=[CH:14][C:13]([CH2:16][C@H:17]([O:23][CH2:24][CH3:25])[C:18]([O:20]CC)=[O:19])=[CH:12][CH:11]=1.[Li+].[OH-].Cl. The catalyst is C(#N)C. The product is [CH2:27]([N:6]([CH2:5][C:4]1[CH:31]=[CH:32][CH:33]=[C:34]([O:35][CH3:36])[C:3]=1[O:2][CH3:1])[C:7](=[O:26])[CH2:8][O:9][C:10]1[CH:11]=[CH:12][C:13]([CH2:16][C@H:17]([O:23][CH2:24][CH3:25])[C:18]([OH:20])=[O:19])=[CH:14][CH:15]=1)[CH2:28][CH2:29][CH3:30]. The yield is 0.980. (3) The reactants are [CH:1]1([NH:4][C:5]2[C:6]([C:19]([O:21][CH3:22])=[O:20])=[N:7][CH:8]=[C:9]([CH2:11][C:12]3[CH:17]=[CH:16][C:15]([F:18])=[CH:14][CH:13]=3)[CH:10]=2)[CH2:3][CH2:2]1.Cl[C:24](=[O:31])[CH2:25][C:26]([O:28][CH2:29][CH3:30])=[O:27].C(=O)(O)[O-].[Na+]. The catalyst is ClCCl. The product is [CH:1]1([N:4]([C:24](=[O:31])[CH2:25][C:26]([O:28][CH2:29][CH3:30])=[O:27])[C:5]2[C:6]([C:19]([O:21][CH3:22])=[O:20])=[N:7][CH:8]=[C:9]([CH2:11][C:12]3[CH:17]=[CH:16][C:15]([F:18])=[CH:14][CH:13]=3)[CH:10]=2)[CH2:2][CH2:3]1. The yield is 0.880. (4) The reactants are [CH:1]12[CH2:8][CH:4]([CH2:5][CH:6]1[OH:7])[CH2:3][NH:2]2.F[C:10]1[CH:15]=[CH:14][C:13]([N+:16]([O-:18])=[O:17])=[CH:12][CH:11]=1.C([O-])([O-])=O.[K+].[K+].CN(C=O)C. The catalyst is CCOC(C)=O. The product is [N+:16]([C:13]1[CH:14]=[CH:15][C:10]([N:2]2[CH2:3][CH:4]3[CH2:8][CH:1]2[CH:6]([OH:7])[CH2:5]3)=[CH:11][CH:12]=1)([O-:18])=[O:17]. The yield is 0.490.